Task: Predict which catalyst facilitates the given reaction.. Dataset: Catalyst prediction with 721,799 reactions and 888 catalyst types from USPTO (1) Reactant: [C:1]([O:4][CH3:5])(=[O:3])[CH3:2].[Li+].CC([N-]C(C)C)C.[Br:14][C:15]1[CH:16]=[C:17]2[C:22](=[CH:23][CH:24]=1)[O:21][CH:20]([C:25]1[CH:30]=[CH:29][CH:28]=[CH:27][CH:26]=1)[CH2:19][C:18]2=[N:31][S:32]([C:34]([CH3:37])([CH3:36])[CH3:35])=[O:33]. Product: [Br:14][C:15]1[CH:16]=[C:17]2[C:22](=[CH:23][CH:24]=1)[O:21][CH:20]([C:25]1[CH:30]=[CH:29][CH:28]=[CH:27][CH:26]=1)[CH2:19][C:18]2([CH2:2][C:1]([O:4][CH3:5])=[O:3])[NH:31][S:32]([C:34]([CH3:37])([CH3:36])[CH3:35])=[O:33]. The catalyst class is: 1. (2) Reactant: [O:1]([CH2:8][CH:9]1[CH2:11][O:10]1)[C:2]1[CH:7]=[CH:6][CH:5]=[CH:4][CH:3]=1.[OH2:12]. Product: [O:1]([CH2:8][CH:9]([OH:12])[CH2:11][OH:10])[C:2]1[CH:3]=[CH:4][CH:5]=[CH:6][CH:7]=1. The catalyst class is: 499. (3) Reactant: [Cl:1][C:2]1[N:3]=[C:4](Cl)[C:5]2[N:10]=[CH:9][S:8][C:6]=2[N:7]=1.[CH3:12][S:13]([C:16]1[CH:17]=[C:18]([CH:20]=[CH:21][CH:22]=1)[NH2:19])(=[O:15])=[O:14].CCN(C(C)C)C(C)C.O. Product: [Cl:1][C:2]1[N:3]=[C:4]([NH:19][C:18]2[CH:20]=[CH:21][CH:22]=[C:16]([S:13]([CH3:12])(=[O:15])=[O:14])[CH:17]=2)[C:5]2[N:10]=[CH:9][S:8][C:6]=2[N:7]=1. The catalyst class is: 16. (4) Reactant: [CH:1]1[C:10]2[C:5](=[CH:6][CH:7]=[CH:8][CH:9]=2)[CH:4]=[CH:3][C:2]=1[CH:11]=[O:12].[CH2:13]([Mg]Cl)[CH:14]=[CH2:15].Cl.C(OCC)C.[CH2:24]1[CH2:28]OC[CH2:25]1. The catalyst class is: 195. Product: [CH:1]1[C:10]2[C:5](=[CH:6][CH:7]=[CH:8][CH:9]=2)[CH:4]=[CH:3][C:2]=1[C:11]([OH:12])([CH2:28][CH:24]=[CH2:25])[CH2:13][CH:14]=[CH2:15]. (5) Reactant: [Cl:1][C:2]1[CH:3]=[C:4]([C:9]2[CH:13]=[CH:12][NH:11][N:10]=2)[CH:5]=[CH:6][C:7]=1[Cl:8].C(=O)([O-])[O-].[Cs+].[Cs+].[CH2:20]([CH:22]1[O:24][CH2:23]1)Cl. Product: [Cl:1][C:2]1[CH:3]=[C:4]([C:9]2[CH:13]=[CH:12][N:11]([CH2:20][CH:22]3[CH2:23][O:24]3)[N:10]=2)[CH:5]=[CH:6][C:7]=1[Cl:8]. The catalyst class is: 3.